This data is from Catalyst prediction with 721,799 reactions and 888 catalyst types from USPTO. The task is: Predict which catalyst facilitates the given reaction. (1) Reactant: [Si:1]([O:18][C@@H:19]1[CH2:24][C@H:23]([O:25][Si](CC)(CC)CC)[CH2:22][C@@H:21]([OH:33])[C:20]1=[CH2:34])([C:14]([CH3:17])([CH3:16])[CH3:15])([C:8]1[CH:13]=[CH:12][CH:11]=[CH:10][CH:9]=1)[C:2]1[CH:7]=[CH:6][CH:5]=[CH:4][CH:3]=1.N1C(C)=CC=CC=1C.FC(F)(F)S(O[Si:49]([C:52]([CH3:55])([CH3:54])[CH3:53])([CH3:51])[CH3:50])(=O)=O. Product: [Si:49]([O:33][C@H:21]1[C:20](=[CH2:34])[C@H:19]([O:18][Si:1]([C:14]([CH3:17])([CH3:16])[CH3:15])([C:2]2[CH:7]=[CH:6][CH:5]=[CH:4][CH:3]=2)[C:8]2[CH:9]=[CH:10][CH:11]=[CH:12][CH:13]=2)[CH2:24][C:23](=[O:25])[CH2:22]1)([C:52]([CH3:55])([CH3:54])[CH3:53])([CH3:51])[CH3:50]. The catalyst class is: 4. (2) Reactant: [NH2:1][C:2]1[C:11]2[N:10]=[CH:9][C:8]([CH2:12][CH2:13][C:14]3[CH:19]=[CH:18][C:17]([OH:20])=[CH:16][CH:15]=3)=[CH:7][C:6]=2[C:5]2[CH:21]=[CH:22][C:23]([CH3:25])=[CH:24][C:4]=2[N:3]=1.C(=O)([O-])[O-].[K+].[K+].[CH2:32](Br)[C:33](=[CH2:35])[CH3:34]. Product: [CH3:25][C:23]1[CH:22]=[CH:21][C:5]2=[C:6]3[C:11](=[C:2]([NH2:1])[N:3]=[C:4]2[CH:24]=1)[N:10]=[CH:9][C:8]([CH2:12][CH2:13][C:14]1[CH:15]=[CH:16][C:17]([O:20][CH2:34][C:33]([CH3:35])=[CH2:32])=[CH:18][CH:19]=1)=[CH:7]3. The catalyst class is: 288. (3) Reactant: [NH2:1][CH2:2][CH:3]1[CH2:8][CH2:7][NH:6][CH2:5][CH2:4]1.C(=O)C1C=CC=CC=1.ClCCl.[CH2:20]([O:27][C:28](ON1C(=O)CCC1=O)=[O:29])[C:21]1[CH:26]=[CH:25][CH:24]=[CH:23][CH:22]=1. Product: [NH2:1][CH2:2][CH:3]1[CH2:8][CH2:7][N:6]([C:28]([O:27][CH2:20][C:21]2[CH:26]=[CH:25][CH:24]=[CH:23][CH:22]=2)=[O:29])[CH2:5][CH2:4]1. The catalyst class is: 11. (4) Reactant: [Cl:1][C:2]1[N:7]=[C:6]([CH:8](O)[CH3:9])[CH:5]=[CH:4][CH:3]=1.S(Cl)([Cl:13])=O.C(=O)([O-])O.[Na+]. Product: [Cl:1][C:2]1[CH:3]=[CH:4][CH:5]=[C:6]([CH:8]([Cl:13])[CH3:9])[N:7]=1. The catalyst class is: 22. (5) Product: [C:1]([O:9][CH2:10][C@@H:11]1[C:15]([O:17][C:18](=[O:20])[CH3:19])([CH3:16])[C@:14]([F:22])([CH3:21])[CH:13]([N:23]2[CH:31]=[N:30][C:29]3[C:24]2=[N:25][CH:26]=[N:27][C:28]=3[NH:40][CH2:33][C:34]2[CH:39]=[CH:38][CH:37]=[CH:36][CH:35]=2)[O:12]1)(=[O:8])[C:2]1[CH:7]=[CH:6][CH:5]=[CH:4][CH:3]=1. Reactant: [C:1]([O:9][CH2:10][C@@H:11]1[C:15]([O:17][C:18](=[O:20])[CH3:19])([CH3:16])[C@:14]([F:22])([CH3:21])[CH:13]([N:23]2[CH:31]=[N:30][C:29]3[C:24]2=[N:25][CH:26]=[N:27][C:28]=3Cl)[O:12]1)(=[O:8])[C:2]1[CH:7]=[CH:6][CH:5]=[CH:4][CH:3]=1.[CH2:33]([NH2:40])[C:34]1[CH:39]=[CH:38][CH:37]=[CH:36][CH:35]=1.O. The catalyst class is: 8. (6) Reactant: [F:1][C:2]([F:13])([F:12])[C:3]1[CH:11]=[CH:10][C:6]([C:7](Cl)=[O:8])=[CH:5][N:4]=1.Cl.[CH3:15][NH:16][O:17][CH3:18].C(N(C(C)C)CC)(C)C. Product: [CH3:18][O:17][N:16]([CH3:15])[C:7](=[O:8])[C:6]1[CH:10]=[CH:11][C:3]([C:2]([F:13])([F:12])[F:1])=[N:4][CH:5]=1. The catalyst class is: 4.